Dataset: Forward reaction prediction with 1.9M reactions from USPTO patents (1976-2016). Task: Predict the product of the given reaction. Given the reactants [C:1]([O:5][CH2:6][CH2:7][CH2:8][CH3:9])(=[O:4])[CH:2]=[CH2:3].C([O-])([O-])=O.[K+].[K+].Br[C:17]1[CH:22]=[CH:21][CH:20]=[CH:19][CH:18]=1.O, predict the reaction product. The product is: [C:17]1(/[CH:3]=[CH:2]/[C:1]([O:5][CH2:6][CH2:7][CH2:8][CH3:9])=[O:4])[CH:22]=[CH:21][CH:20]=[CH:19][CH:18]=1.